Dataset: Forward reaction prediction with 1.9M reactions from USPTO patents (1976-2016). Task: Predict the product of the given reaction. (1) Given the reactants [Cl:1][C:2]1[CH:7]=[C:6](Cl)[N:5]=[C:4]([S:9][CH2:10][C:11]2[CH:16]=[CH:15][CH:14]=[C:13]([F:17])[C:12]=2[F:18])[N:3]=1.[H-].[Na+].[OH2:21].[CH3:22]O, predict the reaction product. The product is: [Cl:1][C:2]1[CH:7]=[C:6]([O:21][CH3:22])[N:5]=[C:4]([S:9][CH2:10][C:11]2[CH:16]=[CH:15][CH:14]=[C:13]([F:17])[C:12]=2[F:18])[N:3]=1. (2) Given the reactants [O:1]1[CH2:5][C:4](=[O:6])[CH2:3][C:2]1=[O:7].C([O-])([O-])=O.[K+].[K+].[Br:14][CH2:15][CH2:16][CH2:17][CH2:18][CH2:19]Br, predict the reaction product. The product is: [Br:14][CH2:15][CH2:16][CH2:17][CH2:18][CH2:19][CH:3]1[C:4](=[O:6])[CH2:5][O:1][C:2]1=[O:7].